Dataset: Forward reaction prediction with 1.9M reactions from USPTO patents (1976-2016). Task: Predict the product of the given reaction. The product is: [CH3:5][CH:6]1[CH2:7][CH2:8][CH2:9][CH2:10][O:1][C:2]1=[O:11]. Given the reactants [O:1]1[CH2:10][CH2:9][CH2:8][CH2:7][CH2:6][CH2:5]CC[C:2]1=[O:11].[Li+].C[Si]([N-][Si](C)(C)C)(C)C.CI.[NH4+].[Cl-], predict the reaction product.